From a dataset of Experimentally validated miRNA-target interactions with 360,000+ pairs, plus equal number of negative samples. Binary Classification. Given a miRNA mature sequence and a target amino acid sequence, predict their likelihood of interaction. (1) The miRNA is hsa-miR-1283 with sequence UCUACAAAGGAAAGCGCUUUCU. The protein sequence of the target gene is MSWGTELWDQFDSLDKHTQWGIDFLERYAKFVKERIEIEQNYAKQLRNLVKKYCPKRSSKDEEPRFTSCVAFFNILNELNDYAGQREVVAEEMAHRVYGELMRYAHDLKTERKMHLQEGRKAQQYLDMCWKQMDNSKKKFERECREAEKAQQSYERLDNDTNATKADVEKAKQQLNLRTHMADENKNEYAAQLQNFNGEQHKHFYVVIPQIYKQLQEMDERRTIKLSECYRGFADSERKVIPIISKCLEGMILAAKSVDERRDSQMVVDSFKSGFEPPGDFPFEDYSQHIYRTISDGTIS.... Result: 1 (interaction). (2) The miRNA is mmu-miR-5627-3p with sequence ACAGGGCUCUCCGGCGCCCCUCGU. The protein sequence of the target gene is MEPEINCSELCDSFPGQELDRRPLHDLCKTTITSSHHSSKTISSLSPVLLGIVWTFLSCGLLLILFFLAFTIHCRKNRIVKMSSPNLNIVTLLGSCLTYSSAYLFGIQDVLVGSSMETLIQTRLSMLCIGTSLVFGPILGKSWRLYKVFTQRVPDKRVIIKDLQLLGLVAALLMADVILLMTWVLTDPIQCLQILSVSMTVTGKDVSCTSTSTHFCASRYSDVWIALIWGCKGLLLLYGAYLAGLTGHVSSPPVNQSLTIMVGVNLLVLAAGLLFVVTRYLHSWPNLVFGLTSGGIFVCT.... Result: 0 (no interaction).